From a dataset of NCI-60 drug combinations with 297,098 pairs across 59 cell lines. Regression. Given two drug SMILES strings and cell line genomic features, predict the synergy score measuring deviation from expected non-interaction effect. (1) Drug 1: CC12CCC(CC1=CCC3C2CCC4(C3CC=C4C5=CN=CC=C5)C)O. Drug 2: CS(=O)(=O)OCCCCOS(=O)(=O)C. Cell line: COLO 205. Synergy scores: CSS=20.8, Synergy_ZIP=-5.93, Synergy_Bliss=1.87, Synergy_Loewe=-2.91, Synergy_HSA=-2.03. (2) Drug 1: CC1=C(C=C(C=C1)C(=O)NC2=CC(=CC(=C2)C(F)(F)F)N3C=C(N=C3)C)NC4=NC=CC(=N4)C5=CN=CC=C5. Drug 2: C1CCC(C(C1)N)N.C(=O)(C(=O)[O-])[O-].[Pt+4]. Cell line: HOP-62. Synergy scores: CSS=13.8, Synergy_ZIP=-6.63, Synergy_Bliss=0.720, Synergy_Loewe=-11.2, Synergy_HSA=-1.35. (3) Drug 1: C1CN1C2=NC(=NC(=N2)N3CC3)N4CC4. Drug 2: C(CN)CNCCSP(=O)(O)O. Cell line: HT29. Synergy scores: CSS=13.8, Synergy_ZIP=-10.4, Synergy_Bliss=-4.25, Synergy_Loewe=-26.2, Synergy_HSA=-7.58. (4) Drug 1: C1=C(C(=O)NC(=O)N1)F. Drug 2: CN1C(=O)N2C=NC(=C2N=N1)C(=O)N. Cell line: OVCAR-8. Synergy scores: CSS=33.2, Synergy_ZIP=0.0453, Synergy_Bliss=-4.71, Synergy_Loewe=-13.4, Synergy_HSA=-6.55. (5) Drug 1: C1=CC(=CC=C1CCC2=CNC3=C2C(=O)NC(=N3)N)C(=O)NC(CCC(=O)O)C(=O)O. Drug 2: C1=C(C(=O)NC(=O)N1)F. Cell line: SR. Synergy scores: CSS=68.2, Synergy_ZIP=-4.27, Synergy_Bliss=-6.70, Synergy_Loewe=-3.30, Synergy_HSA=-1.29. (6) Synergy scores: CSS=14.7, Synergy_ZIP=-0.254, Synergy_Bliss=6.03, Synergy_Loewe=1.64, Synergy_HSA=5.39. Drug 1: C1C(C(OC1N2C=C(C(=O)NC2=O)F)CO)O. Drug 2: C1C(C(OC1N2C=NC(=NC2=O)N)CO)O. Cell line: UACC62. (7) Drug 1: C1CCC(C1)C(CC#N)N2C=C(C=N2)C3=C4C=CNC4=NC=N3. Drug 2: CN1C(=O)N2C=NC(=C2N=N1)C(=O)N. Cell line: HOP-62. Synergy scores: CSS=-4.51, Synergy_ZIP=3.80, Synergy_Bliss=1.97, Synergy_Loewe=-6.87, Synergy_HSA=-5.44. (8) Drug 1: COC1=CC(=CC(=C1O)OC)C2C3C(COC3=O)C(C4=CC5=C(C=C24)OCO5)OC6C(C(C7C(O6)COC(O7)C8=CC=CS8)O)O. Drug 2: CCN(CC)CCNC(=O)C1=C(NC(=C1C)C=C2C3=C(C=CC(=C3)F)NC2=O)C. Cell line: SK-MEL-28. Synergy scores: CSS=-0.411, Synergy_ZIP=-5.05, Synergy_Bliss=2.36, Synergy_Loewe=-14.8, Synergy_HSA=-2.85.